This data is from Reaction yield outcomes from USPTO patents with 853,638 reactions. The task is: Predict the reaction yield, written as a fraction of the theoretical maximum amount of product (1.0 means a 100% yield; for example, 0.34 means a 34% yield). (1) The product is [F:17][C:12]1[CH:13]=[CH:14][CH:15]=[C:16]2[C:11]=1[C:10]([NH2:18])=[N:9][C:8]2([C:19]1[CH:24]=[C:23]([CH3:25])[C:22]([O:26][CH3:27])=[C:21]([CH3:28])[N:20]=1)[C:4]1[CH:5]=[CH:6][CH:7]=[C:2]([C:33]2[CH:34]=[N:29][CH:30]=[N:31][CH:32]=2)[CH:3]=1. The catalyst is COCCOC.CCO.O.[Cl-].[Na+].O.C1C=CC(P(C2C=CC=CC=2)[C-]2C=CC=C2)=CC=1.C1C=CC(P(C2C=CC=CC=2)[C-]2C=CC=C2)=CC=1.Cl[Pd]Cl.[Fe+2].O. The reactants are Br[C:2]1[CH:3]=[C:4]([C:8]2([C:19]3[CH:24]=[C:23]([CH3:25])[C:22]([O:26][CH3:27])=[C:21]([CH3:28])[N:20]=3)[C:16]3[C:11](=[C:12]([F:17])[CH:13]=[CH:14][CH:15]=3)[C:10]([NH2:18])=[N:9]2)[CH:5]=[CH:6][CH:7]=1.[N:29]1[CH:34]=[C:33](B(O)O)[CH:32]=[N:31][CH:30]=1.C(=O)([O-])[O-].[Cs+].[Cs+].CCOC(C)=O. The yield is 0.170. (2) The reactants are [CH3:1][CH:2]1[C:10]2[C:5](=[CH:6][CH:7]=[C:8]([C:11]3[CH:12]=[N:13][N:14]([CH3:16])[CH:15]=3)[CH:9]=2)[NH:4][CH2:3]1.Br[C:18]1[C:22]2[CH2:23][N:24]([C:27](=[O:29])[CH3:28])[CH2:25][CH2:26][C:21]=2[N:20]([C@@H:30]2CCOC2)[N:19]=1.C(O[Na])(C)(C)C.COC(C)(C)C.C1(P(C2CCCCC2)C2C=CC=CC=2C2C(OC(C)C)=CC=CC=2OC(C)C)CCCCC1. The catalyst is O1CCOCC1.O. The product is [CH3:30][N:20]1[C:21]2[CH2:26][CH2:25][N:24]([C:27](=[O:29])[CH3:28])[CH2:23][C:22]=2[C:18]([N:4]2[C:5]3[C:10](=[CH:9][C:8]([C:11]4[CH:12]=[N:13][N:14]([CH3:16])[CH:15]=4)=[CH:7][CH:6]=3)[CH:2]([CH3:1])[CH2:3]2)=[N:19]1. The yield is 0.310. (3) The catalyst is C(#N)C.O. The reactants are [N+:1]([C:4]1[C:8]2[CH:9]=[CH:10][CH:11]=[CH:12][C:7]=2[S:6][C:5]=1[S:13]([O-:16])(=[O:15])=[O:14])([O-:3])=[O:2].C(=O)([O-])[O-].[Ag+2:21].CCCCCC.C(OCC)(=O)C. The yield is 0.982. The product is [N+:1]([C:4]1[C:8]2[CH:9]=[CH:10][CH:11]=[CH:12][C:7]=2[S:6][C:5]=1[S:13]([O-:16])(=[O:14])=[O:15])([O-:3])=[O:2].[Ag+:21].